This data is from Catalyst prediction with 721,799 reactions and 888 catalyst types from USPTO. The task is: Predict which catalyst facilitates the given reaction. Reactant: Cl.[F:2][C:3]1[CH:8]=[CH:7][C:6]([CH:9]2[C:13]3([CH2:18][CH2:17][NH:16][CH2:15][CH2:14]3)[C:12](=[O:19])[NH:11][CH2:10]2)=[CH:5][CH:4]=1.[OH-].[Na+]. Product: [F:2][C:3]1[CH:8]=[CH:7][C:6]([CH:9]2[C:13]3([CH2:14][CH2:15][NH:16][CH2:17][CH2:18]3)[C:12](=[O:19])[NH:11][CH2:10]2)=[CH:5][CH:4]=1. The catalyst class is: 25.